From a dataset of Reaction yield outcomes from USPTO patents with 853,638 reactions. Predict the reaction yield, written as a fraction of the theoretical maximum amount of product (1.0 means a 100% yield; for example, 0.34 means a 34% yield). The reactants are [CH:1]1([C:5]2[CH:14]=[CH:13][C:8]([C:9]([O:11][CH3:12])=[O:10])=[CH:7][C:6]=2[N+:15]([O-])=O)[CH2:4][CH2:3][CH2:2]1. The catalyst is CO. The product is [NH2:15][C:6]1[CH:7]=[C:8]([CH:13]=[CH:14][C:5]=1[CH:1]1[CH2:4][CH2:3][CH2:2]1)[C:9]([O:11][CH3:12])=[O:10]. The yield is 0.730.